The task is: Predict the reaction yield, written as a fraction of the theoretical maximum amount of product (1.0 means a 100% yield; for example, 0.34 means a 34% yield).. This data is from Reaction yield outcomes from USPTO patents with 853,638 reactions. (1) The reactants are [NH2:1][CH2:2][C@H:3]1[CH2:7][CH2:6][C@@H:5]([C:8]([OH:10])=[O:9])[CH2:4]1.C([O-])([O-])=O.[Na+].[Na+].[C:17](O[C:17]([O:19][C:20]([CH3:23])([CH3:22])[CH3:21])=[O:18])([O:19][C:20]([CH3:23])([CH3:22])[CH3:21])=[O:18].Cl. The catalyst is C1COCC1.O.CCOC(C)=O. The product is [C:20]([O:19][C:17]([NH:1][CH2:2][C@H:3]1[CH2:7][CH2:6][C@@H:5]([C:8]([OH:10])=[O:9])[CH2:4]1)=[O:18])([CH3:23])([CH3:22])[CH3:21]. The yield is 0.350. (2) The product is [NH:23]1[C:31]2[C:26](=[CH:27][CH:28]=[C:29]([NH:32][C:10]([NH:9][C:4]3[CH:5]=[C:6]([F:8])[CH:7]=[C:2]([Cl:1])[CH:3]=3)=[N:12][C:13](=[O:22])[CH2:14][C:15]3[CH:20]=[CH:19][C:18]([Cl:21])=[CH:17][CH:16]=3)[CH:30]=2)[CH:25]=[N:24]1. The reactants are [Cl:1][C:2]1[CH:3]=[C:4]([NH:9][C:10]([NH:12][C:13](=[O:22])[CH2:14][C:15]2[CH:20]=[CH:19][C:18]([Cl:21])=[CH:17][CH:16]=2)=S)[CH:5]=[C:6]([F:8])[CH:7]=1.[NH:23]1[C:31]2[C:26](=[CH:27][CH:28]=[C:29]([NH2:32])[CH:30]=2)[CH:25]=[N:24]1.C(Cl)CCl. The catalyst is CN(C)C=O.C(OCC)(=O)C. The yield is 0.200. (3) The reactants are [CH3:1][O:2][C:3]1[C:8]([O:9][CH3:10])=[C:7]([O:11][CH3:12])[CH:6]=[CH:5][C:4]=1/[CH:13]=[CH:14]/[CH2:15][CH2:16][C:17]([OH:19])=[O:18]. The catalyst is CO.[Pd]. The product is [CH3:1][O:2][C:3]1[C:8]([O:9][CH3:10])=[C:7]([O:11][CH3:12])[CH:6]=[CH:5][C:4]=1[CH2:13][CH2:14][CH2:15][CH2:16][C:17]([OH:19])=[O:18]. The yield is 0.950.